This data is from Forward reaction prediction with 1.9M reactions from USPTO patents (1976-2016). The task is: Predict the product of the given reaction. (1) Given the reactants C[O:2][C:3]([C:5]1[CH:10]=[CH:9][C:8]([Br:11])=[C:7]([C:12]#[N:13])[N:6]=1)=[O:4].Cl, predict the reaction product. The product is: [Br:11][C:8]1[CH:9]=[CH:10][C:5]([C:3]([OH:4])=[O:2])=[N:6][C:7]=1[C:12]#[N:13]. (2) The product is: [CH2:1]([O:3][C:4]([C:6]1[NH:7][N:8]=[C:9]([O:11][CH2:19][CH2:20][O:21][CH2:22][CH2:23][O:24][CH3:25])[CH:10]=1)=[O:5])[CH3:2]. Given the reactants [CH2:1]([O:3][C:4]([C:6]1[NH:7][N:8]=[C:9]([OH:11])[CH:10]=1)=[O:5])[CH3:2].C([O-])([O-])=O.[K+].[K+].Br[CH2:19][CH2:20][O:21][CH2:22][CH2:23][O:24][CH3:25].O, predict the reaction product. (3) Given the reactants [C:1]([C:5]1[N:10]=[C:9]([N:11]2[CH2:16][CH2:15][N:14]([CH2:17]/[CH:18]=[C:19](\[CH3:32])/[CH2:20][N:21]3[C:30]4[C:25](=[CH:26][CH:27]=[CH:28][CH:29]=4)[CH2:24][CH2:23][C:22]3=[O:31])[CH2:13][CH2:12]2)[CH:8]=[C:7]([C:33]([F:36])([F:35])[F:34])[N:6]=1)([CH3:4])([CH3:3])[CH3:2], predict the reaction product. The product is: [C:1]([C:5]1[N:10]=[C:9]([N:11]2[CH2:12][CH2:13][N:14]([CH2:17][CH2:18][CH:19]([CH3:32])[CH2:20][N:21]3[C:30]4[C:25](=[CH:26][CH:27]=[CH:28][CH:29]=4)[CH2:24][CH2:23][C:22]3=[O:31])[CH2:15][CH2:16]2)[CH:8]=[C:7]([C:33]([F:35])([F:36])[F:34])[N:6]=1)([CH3:2])([CH3:3])[CH3:4]. (4) Given the reactants [F:1][C:2]1[CH:7]=[C:6]([F:8])[CH:5]=[CH:4][C:3]=1[N:9]1[C:16]2[C@@H:15]3[CH2:17][C@@H:14]3[CH2:13][C:12]=2[C:11]([C:18]([OH:20])=O)=[N:10]1.[NH2:21][CH:22]([CH:25]1[CH2:30][CH2:29][O:28][CH2:27][CH2:26]1)[CH2:23][OH:24], predict the reaction product. The product is: [OH:24][CH2:23][CH:22]([NH:21][C:18]([C:11]1[C:12]2[CH2:13][C@H:14]3[CH2:17][C@H:15]3[C:16]=2[N:9]([C:3]2[CH:4]=[CH:5][C:6]([F:8])=[CH:7][C:2]=2[F:1])[N:10]=1)=[O:20])[CH:25]1[CH2:30][CH2:29][O:28][CH2:27][CH2:26]1. (5) The product is: [C:10]([C:12]1[S:13][C:14]([C:17]2[S:18][CH:19]=[CH:20][CH:21]=2)=[CH:15][CH:16]=1)(=[O:49])[CH2:9][CH2:8][CH2:7][CH2:4][CH3:3]. Given the reactants CC[CH2:3][CH:4]([C:7]1S[C:10]([C:12]2[S:13][C:14]([C:17]3[S:18][C:19](C4SC(C(CC)CCC)=CC=4)=[CH:20][CH:21]=3)=[CH:15][CH:16]=2)=[CH:9][CH:8]=1)CC.S1C=CC=C1C1SC=CC=1.C(OC(=O)CCCCC)(=[O:49])CCCCC.B(F)(F)F.CCOCC, predict the reaction product. (6) The product is: [CH3:19][O:18][C:14]1[S:13][C:12]2=[N:11][C:10]([C:8]3[O:9][C:5]4[CH:4]=[C:3]([O:2][CH3:1])[CH:21]=[C:20]([O:22][CH2:24][C:25]5[N:26]=[C:27]([CH2:30][O:31][CH2:32][CH2:33][O:34][CH3:35])[S:28][CH:29]=5)[C:6]=4[CH:7]=3)=[CH:17][N:16]2[N:15]=1. Given the reactants [CH3:1][O:2][C:3]1[CH:4]=[C:5]2[O:9][C:8]([C:10]3[N:11]=[C:12]4[N:16]([CH:17]=3)[N:15]=[C:14]([O:18][CH3:19])[S:13]4)=[CH:7][C:6]2=[C:20]([OH:22])[CH:21]=1.Br[CH2:24][C:25]1[N:26]=[C:27]([CH2:30][O:31][CH2:32][CH2:33][O:34][CH3:35])[S:28][CH:29]=1.C(=O)([O-])[O-].[K+].[K+], predict the reaction product. (7) Given the reactants [N:1]1[CH:6]=[CH:5][C:4]([C:7]2[N:11]=[C:10]([CH2:12][NH:13]C(C3SC=CC=3)=O)[O:9][N:8]=2)=[CH:3][CH:2]=1.[CH3:21][O:22][C:23]1[CH:24]=[C:25]([CH:29]=[CH:30][CH:31]=1)[C:26](Cl)=[O:27].S1C=CC=C1C(Cl)=O, predict the reaction product. The product is: [CH3:21][O:22][C:23]1[CH:24]=[C:25]([CH:29]=[CH:30][CH:31]=1)[C:26]([NH:13][CH2:12][C:10]1[O:9][N:8]=[C:7]([C:4]2[CH:5]=[CH:6][N:1]=[CH:2][CH:3]=2)[N:11]=1)=[O:27].